This data is from Forward reaction prediction with 1.9M reactions from USPTO patents (1976-2016). The task is: Predict the product of the given reaction. Given the reactants [Cl:1][C:2]1[C:3]([F:28])=[C:4]([C@@H:14]([CH:19]([C:24]([O:26][CH3:27])=[O:25])[C:20](OC)=[O:21])[CH2:15][N+:16]([O-])=O)[C:5]([O:11][CH2:12][CH3:13])=[C:6]([C@H:8]([OH:10])[CH3:9])[CH:7]=1, predict the reaction product. The product is: [Cl:1][C:2]1[C:3]([F:28])=[C:4]([C@@H:14]2[CH2:15][NH:16][C:20](=[O:21])[CH:19]2[C:24]([O:26][CH3:27])=[O:25])[C:5]([O:11][CH2:12][CH3:13])=[C:6]([C@H:8]([OH:10])[CH3:9])[CH:7]=1.